Dataset: Full USPTO retrosynthesis dataset with 1.9M reactions from patents (1976-2016). Task: Predict the reactants needed to synthesize the given product. Given the product [Cl:1][C:2]1[CH:7]=[CH:6][C:5]([S:8]([N:11]([CH2:21][C:22]2[CH:31]=[CH:30][C:25]([C:26]([OH:28])=[O:27])=[C:24]([F:32])[CH:23]=2)[C@H:12]([C:15]2[CH:20]=[CH:19][CH:18]=[CH:17][CH:16]=2)[CH2:13][CH3:14])(=[O:10])=[O:9])=[CH:4][CH:3]=1, predict the reactants needed to synthesize it. The reactants are: [Cl:1][C:2]1[CH:7]=[CH:6][C:5]([S:8]([N:11]([CH2:21][C:22]2[CH:31]=[CH:30][C:25]([C:26]([O:28]C)=[O:27])=[C:24]([F:32])[CH:23]=2)[C@H:12]([C:15]2[CH:20]=[CH:19][CH:18]=[CH:17][CH:16]=2)[CH2:13][CH3:14])(=[O:10])=[O:9])=[CH:4][CH:3]=1.O.[OH-].[Li+].